This data is from Full USPTO retrosynthesis dataset with 1.9M reactions from patents (1976-2016). The task is: Predict the reactants needed to synthesize the given product. (1) Given the product [NH2:31][C:28]1([C:26]([N:23]2[CH2:24][CH2:25][N:20]([C:18]([C:3]3[CH:4]=[CH:5][C:6]([N:8]4[C:16]5[C:11](=[CH:12][CH:13]=[CH:14][CH:15]=5)[CH:10]=[C:9]4[CH3:17])=[CH:7][C:2]=3[F:1])=[O:19])[CH2:21][CH2:22]2)=[O:27])[CH2:29][CH2:30]1, predict the reactants needed to synthesize it. The reactants are: [F:1][C:2]1[CH:7]=[C:6]([N:8]2[C:16]3[C:11](=[CH:12][CH:13]=[CH:14][CH:15]=3)[CH:10]=[C:9]2[CH3:17])[CH:5]=[CH:4][C:3]=1[C:18]([N:20]1[CH2:25][CH2:24][N:23]([C:26]([C:28]2([NH:31]C(=O)OC(C)(C)C)[CH2:30][CH2:29]2)=[O:27])[CH2:22][CH2:21]1)=[O:19].FC(F)(F)C(O)=O. (2) Given the product [Cl:7][C:8]1[CH:14]=[CH:13][C:11]([NH:12][S:21]([C:20]2[C:16]([CH3:15])=[N:17][O:18][C:19]=2[CH3:25])(=[O:23])=[O:22])=[CH:10][CH:9]=1, predict the reactants needed to synthesize it. The reactants are: C(=O)([O-])[O-].[K+].[K+].[Cl:7][C:8]1[CH:14]=[CH:13][C:11]([NH2:12])=[CH:10][CH:9]=1.[CH3:15][C:16]1[C:20]([S:21](Cl)(=[O:23])=[O:22])=[C:19]([CH3:25])[O:18][N:17]=1.C1OCCOCCOCCOCCOCCOC1. (3) Given the product [F:1][C:2]([F:4])([F:3])[S:5]([C:8]1[CH:13]=[CH:12][C:11]([NH:14][C:22](=[O:24])[CH2:21][C:17]2[CH:18]=[CH:19][CH:20]=[C:15]([CH2:25][C:26](=[O:28])[NH:14][C:11]3[CH:12]=[CH:13][C:8]([S:5]([C:2]([F:4])([F:1])[F:3])(=[O:7])=[O:6])=[CH:9][CH:10]=3)[CH:16]=2)=[CH:10][CH:9]=1)(=[O:6])=[O:7], predict the reactants needed to synthesize it. The reactants are: [F:1][C:2]([S:5]([C:8]1[CH:13]=[CH:12][C:11]([NH2:14])=[CH:10][CH:9]=1)(=[O:7])=[O:6])([F:4])[F:3].[C:15]1([CH2:25][C:26]([OH:28])=O)[CH:20]=[CH:19][CH:18]=[C:17]([CH2:21][C:22]([OH:24])=O)[CH:16]=1.